The task is: Predict the product of the given reaction.. This data is from Forward reaction prediction with 1.9M reactions from USPTO patents (1976-2016). (1) Given the reactants [NH2:1][C:2]1[C:3]([C:10]([NH:12][C:13](SC)=[NH:14])=[O:11])=[N:4][C:5]([Cl:9])=[C:6]([NH2:8])[N:7]=1.Cl.Cl.[NH2:19][CH:20]1[CH:25]2[CH2:26][CH2:27][N:22]([CH2:23][CH2:24]2)[CH2:21]1.C(N(CC)CC)C, predict the reaction product. The product is: [N:22]12[CH2:27][CH2:26][CH:25]([CH2:24][CH2:23]1)[CH:20]([NH:19][C:13]([NH:12][C:10]([C:3]1[C:2]([NH2:1])=[N:7][C:6]([NH2:8])=[C:5]([Cl:9])[N:4]=1)=[O:11])=[NH:14])[CH2:21]2. (2) Given the reactants [Cl:1][C:2]1[CH:7]=[CH:6][C:5]([C@H:8]2[C@@H:13]([C:14]3[CH:19]=[CH:18][C:17]([Cl:20])=[CH:16][CH:15]=3)[N:12]([C@H:21]([CH2:27][CH2:28][CH3:29])[C:22]([O:24][CH2:25][CH3:26])=[O:23])[C:11](=[O:30])[CH2:10][O:9]2)=[CH:4][CH:3]=1.Br[CH2:32][C:33]1[CH:40]=[CH:39][C:38]([S:41][CH3:42])=[CH:37][C:34]=1[C:35]#[N:36], predict the reaction product. The product is: [Cl:1][C:2]1[CH:7]=[CH:6][C:5]([C@H:8]2[C@@H:13]([C:14]3[CH:19]=[CH:18][C:17]([Cl:20])=[CH:16][CH:15]=3)[N:12]([C@H:21]([CH2:27][CH2:28][CH3:29])[C:22]([O:24][CH2:25][CH3:26])=[O:23])[C:11](=[O:30])[C@H:10]([CH2:32][C:33]3[CH:40]=[CH:39][C:38]([S:41][CH3:42])=[CH:37][C:34]=3[C:35]#[N:36])[O:9]2)=[CH:4][CH:3]=1. (3) Given the reactants Cl[CH2:2][C:3]([NH:5][C:6]1[C:11]([CH3:12])=[CH:10][C:9]([CH3:13])=[CH:8][C:7]=1[CH3:14])=[O:4].[CH2:15]([NH:20][CH2:21][C:22]1[CH:27]=[CH:26][C:25]([C:28]2[CH:33]=[CH:32][CH:31]=[CH:30][C:29]=2[C:34]2[N:38]([C:39]([C:52]3[CH:57]=[CH:56][CH:55]=[CH:54][CH:53]=3)([C:46]3[CH:51]=[CH:50][CH:49]=[CH:48][CH:47]=3)[C:40]3[CH:45]=[CH:44][CH:43]=[CH:42][CH:41]=3)[N:37]=[N:36][N:35]=2)=[CH:24][CH:23]=1)[CH2:16][CH2:17][CH2:18][CH3:19].[I-].[K+].C(N(CC)CC)C, predict the reaction product. The product is: [CH2:15]([N:20]([CH2:2][C:3]([NH:5][C:6]1[C:11]([CH3:12])=[CH:10][C:9]([CH3:13])=[CH:8][C:7]=1[CH3:14])=[O:4])[CH2:21][C:22]1[CH:23]=[CH:24][C:25]([C:28]2[CH:33]=[CH:32][CH:31]=[CH:30][C:29]=2[C:34]2[N:38]([C:39]([C:40]3[CH:41]=[CH:42][CH:43]=[CH:44][CH:45]=3)([C:52]3[CH:53]=[CH:54][CH:55]=[CH:56][CH:57]=3)[C:46]3[CH:47]=[CH:48][CH:49]=[CH:50][CH:51]=3)[N:37]=[N:36][N:35]=2)=[CH:26][CH:27]=1)[CH2:16][CH2:17][CH2:18][CH3:19]. (4) Given the reactants Cl[CH2:2][CH2:3][C@H:4]([O:11][C:12]1[CH:13]=[C:14]([C:18](=[O:20])[CH3:19])[CH:15]=[CH:16][CH:17]=1)[C:5]1[CH:10]=[CH:9][CH:8]=[CH:7][CH:6]=1.[CH3:21][CH:22]([CH3:39])[C:23]([NH:25][C:26]1[CH:31]=[C:30]([CH:32]2[CH2:37][CH2:36][NH:35][CH2:34][CH2:33]2)[CH:29]=[CH:28][C:27]=1[CH3:38])=[O:24], predict the reaction product. The product is: [C:18]([C:14]1[CH:13]=[C:12]([CH:17]=[CH:16][CH:15]=1)[O:11][C@H:4]([C:5]1[CH:10]=[CH:9][CH:8]=[CH:7][CH:6]=1)[CH2:3][CH2:2][N:35]1[CH2:36][CH2:37][CH:32]([C:30]2[CH:29]=[CH:28][C:27]([CH3:38])=[C:26]([NH:25][C:23](=[O:24])[CH:22]([CH3:21])[CH3:39])[CH:31]=2)[CH2:33][CH2:34]1)(=[O:20])[CH3:19]. (5) Given the reactants N1CCC([CH2:7][C:8]2[S:9][CH:10]=[C:11]([C:13]([O:15]CC)=[O:14])[N:12]=2)CC1.[OH-].[Na+].C(O[CH2:24][CH3:25])(=O)C, predict the reaction product. The product is: [CH2:8]([N:12]([CH2:7][C:8]1[S:9][CH:10]=[C:11]([C:13]([OH:15])=[O:14])[N:12]=1)[CH2:11][CH2:24][CH3:25])[CH3:7]. (6) Given the reactants [N:1]1[N:2]([C:6]2[CH:31]=[CH:30][CH:29]=[CH:28][C:7]=2[C:8]([N:10]2[C@H:15]([CH3:16])[CH2:14][CH2:13][C@@H:12]([C:17]3[O:18][C:19]([CH3:27])=[C:20]([C:22](OCC)=[O:23])[N:21]=3)[CH2:11]2)=[O:9])[N:3]=[CH:4][CH:5]=1.CC(C[AlH]CC(C)C)C, predict the reaction product. The product is: [N:1]1[N:2]([C:6]2[CH:31]=[CH:30][CH:29]=[CH:28][C:7]=2[CH:8]([N:10]2[CH2:11][C@H:12]([C:17]3[O:18][C:19]([CH3:27])=[C:20]([CH2:22][OH:23])[N:21]=3)[CH2:13][CH2:14][C@H:15]2[CH3:16])[OH:9])[N:3]=[CH:4][CH:5]=1. (7) The product is: [CH3:1][C@@H:2]1[O:4][C@@H:3]1[P:5]([OH:8])([OH:7])=[O:6].[CH2:12]1[C@@H:17]([NH2:18])[C@H:16]([O:19][C@H:20]2[O:25][C@H:24]([CH2:26][OH:27])[C@@H:23]([OH:28])[C@H:22]([NH2:29])[C@H:21]2[OH:30])[C@@H:15]([OH:31])[C@H:14]([O:32][C@H:33]2[O:38][C@H:37]([CH2:39][NH2:40])[C@@H:36]([OH:41])[CH2:35][C@H:34]2[NH2:42])[C@H:13]1[NH2:43]. Given the reactants [CH3:1][C@@H:2]1[O:4][C@@H:3]1[P:5]([O-:8])([O-:7])=[O:6].[Na+].[Na+].Cl.[CH2:12]1[C@@H:17]([NH2:18])[C@H:16]([O:19][C@H:20]2[O:25][C@H:24]([CH2:26][OH:27])[C@@H:23]([OH:28])[C@H:22]([NH2:29])[C@H:21]2[OH:30])[C@@H:15]([OH:31])[C@H:14]([O:32][C@H:33]2[O:38][C@H:37]([CH2:39][NH2:40])[C@@H:36]([OH:41])[CH2:35][C@H:34]2[NH2:42])[C@H:13]1[NH2:43], predict the reaction product.